This data is from Reaction yield outcomes from USPTO patents with 853,638 reactions. The task is: Predict the reaction yield, written as a fraction of the theoretical maximum amount of product (1.0 means a 100% yield; for example, 0.34 means a 34% yield). (1) The reactants are CCO[C:4](/[N:6]=N/C(OCC)=O)=O.C1C=CC(P(C2C=CC=CC=2)C2C=CC=CC=2)=CC=1.O[CH2:33][CH2:34][C:35]1[O:36][C:37]([CH2:40][CH2:41][O:42][CH2:43][C:44]2[CH:49]=[CH:48][CH:47]=[CH:46][CH:45]=2)=[CH:38][CH:39]=1.CC(C)(O)C#N. The catalyst is C1COCC1. The product is [C:44]1([CH2:43][O:42][CH2:41][CH2:40][C:37]2[O:36][C:35]([CH2:34][CH2:33][C:4]#[N:6])=[CH:39][CH:38]=2)[CH:49]=[CH:48][CH:47]=[CH:46][CH:45]=1. The yield is 0.260. (2) The yield is 0.883. The product is [N:4]1[C:5]2[C:10](=[CH:9][CH:8]=[CH:7][CH:6]=2)[CH:11]=[C:2]([C:14]#[C:13][CH2:12][OH:15])[CH:3]=1. The reactants are Br[C:2]1[CH:3]=[N:4][C:5]2[C:10]([CH:11]=1)=[CH:9][CH:8]=[CH:7][CH:6]=2.[CH2:12]([OH:15])[C:13]#[CH:14].C(N(CC)CC)C. The catalyst is C([O-])(O)=O.[Na+].[Cu]I. (3) The catalyst is CO. The yield is 0.520. The product is [NH:1]1[C:9]2[C:4](=[CH:5][CH:6]=[C:7]([C:10]3[C:15]([CH:16]([CH2:21][CH2:22][CH3:23])[C:17]([OH:19])=[O:18])=[C:14]([CH3:24])[N:13]=[C:12]([C:25]4[CH:26]=[CH:27][CH:28]=[CH:29][CH:30]=4)[N:11]=3)[CH:8]=2)[CH:3]=[CH:2]1. The reactants are [NH:1]1[C:9]2[C:4](=[CH:5][CH:6]=[C:7]([C:10]3[C:15]([CH:16]([CH2:21][CH2:22][CH3:23])[C:17]([O:19]C)=[O:18])=[C:14]([CH3:24])[N:13]=[C:12]([C:25]4[CH:30]=[CH:29][CH:28]=[CH:27][CH:26]=4)[N:11]=3)[CH:8]=2)[CH:3]=[CH:2]1.[OH-].[Na+]. (4) The reactants are [CH:1]1([NH2:7])[CH2:6][CH2:5][CH2:4][CH2:3][CH2:2]1.[CH3:8][C:9]([CH3:40])([CH3:39])[CH2:10][NH:11][C:12]([C:14]1[CH:19]=[CH:18][C:17]([C:20]2[C:25]([CH3:26])=[C:24]([F:27])[CH:23]=[C:22]([C:28](O)=[O:29])[CH:21]=2)=[C:16]([C:31]([NH:33][C:34]2[S:35][CH:36]=[CH:37][N:38]=2)=[O:32])[CH:15]=1)=[O:13].Cl.CN(C)CCCN=C=NCC. The catalyst is CN(C)C1C=CN=CC=1.ClCCl. The product is [CH:1]1([NH:7][C:28]([C:22]2[CH:21]=[C:20]([C:17]3[C:16]([C:31]([NH:33][C:34]4[S:35][CH:36]=[CH:37][N:38]=4)=[O:32])=[CH:15][C:14]([C:12]([NH:11][CH2:10][C:9]([CH3:40])([CH3:39])[CH3:8])=[O:13])=[CH:19][CH:18]=3)[C:25]([CH3:26])=[C:24]([F:27])[CH:23]=2)=[O:29])[CH2:6][CH2:5][CH2:4][CH2:3][CH2:2]1. The yield is 0.260.